From a dataset of Forward reaction prediction with 1.9M reactions from USPTO patents (1976-2016). Predict the product of the given reaction. (1) Given the reactants [CH3:1][C:2]1([CH3:39])[C:29](=[O:30])[NH:28][C:5]2=[N:6][CH:7]=[C:8]([C:10]3[CH:15]=[CH:14][C:13]([C:16]4[N:20](C5CCCCO5)[CH:19]=[N:18][N:17]=4)=[CH:12][C:11]=3[CH3:27])[N:9]=[C:4]2[N:3]1[CH2:31][CH2:32][CH:33]1[CH2:38][CH2:37][O:36][CH2:35][CH2:34]1.CC1C=C(C2N(C3CCCCO3)C=NN=2)C=CC=1B1OC(C)(C)C(C)(C)O1.BrC1N=C2N(CCC3CCOCC3)C(C)(C)C(=O)NC2=NC=1.ClCCl.C(=O)([O-])[O-].[Na+].[Na+].O, predict the reaction product. The product is: [CH3:1][C:2]1([CH3:39])[C:29](=[O:30])[NH:28][C:5]2=[N:6][CH:7]=[C:8]([C:10]3[CH:15]=[CH:14][C:13]([C:16]4[NH:20][CH:19]=[N:18][N:17]=4)=[CH:12][C:11]=3[CH3:27])[N:9]=[C:4]2[N:3]1[CH2:31][CH2:32][CH:33]1[CH2:34][CH2:35][O:36][CH2:37][CH2:38]1. (2) Given the reactants Cl[C:2]1[N:3]=[C:4]([C:19]2[O:20][CH:21]=[CH:22][CH:23]=2)[C:5]2[CH:10]=[CH:9][N:8]([CH2:11][C:12]3[CH:17]=[CH:16][CH:15]=[CH:14][C:13]=3[F:18])[C:6]=2[N:7]=1.[CH2:24]([NH2:35])[C:25]1[CH:34]=[CH:33][C:30]([O:31][CH3:32])=[C:27]([O:28][CH3:29])[CH:26]=1, predict the reaction product. The product is: [CH3:29][O:28][C:27]1[CH:26]=[C:25]([CH:34]=[CH:33][C:30]=1[O:31][CH3:32])[CH2:24][NH:35][C:2]1[N:3]=[C:4]([C:19]2[O:20][CH:21]=[CH:22][CH:23]=2)[C:5]2[CH:10]=[CH:9][N:8]([CH2:11][C:12]3[CH:17]=[CH:16][CH:15]=[CH:14][C:13]=3[F:18])[C:6]=2[N:7]=1. (3) Given the reactants Cl[CH2:2][CH2:3][CH2:4][C:5]#[C:6][C@H:7]1[CH2:12][CH2:11][C@H:10]([N:13]([CH3:27])[S:14]([C:17]2[CH:22]=[CH:21][C:20]([C:23]([F:26])([F:25])[F:24])=[CH:19][CH:18]=2)(=[O:16])=[O:15])[CH2:9][CH2:8]1.[Na+].[I-:29], predict the reaction product. The product is: [I:29][CH2:2][CH2:3][CH2:4][C:5]#[C:6][C@H:7]1[CH2:12][CH2:11][C@H:10]([N:13]([CH3:27])[S:14]([C:17]2[CH:22]=[CH:21][C:20]([C:23]([F:26])([F:25])[F:24])=[CH:19][CH:18]=2)(=[O:16])=[O:15])[CH2:9][CH2:8]1. (4) Given the reactants [Br:1][C:2]1[CH:3]=[C:4]2[C:9](=[C:10](O)[CH:11]=1)[O:8][C:7]([CH3:14])([CH3:13])[CH2:6][C:5]2([CH3:16])[CH3:15].C(N(CC)CC)C.[CH3:24][Si:25]([C:28]#[CH:29])([CH3:27])[CH3:26].C(OCC)(=O)C, predict the reaction product. The product is: [Br:1][C:2]1[CH:3]=[C:4]2[C:9](=[C:10]([C:29]#[C:28][Si:25]([CH3:27])([CH3:26])[CH3:24])[CH:11]=1)[O:8][C:7]([CH3:14])([CH3:13])[CH2:6][C:5]2([CH3:16])[CH3:15]. (5) Given the reactants [CH:1]([NH:4][S:5]([C:8]1[CH:9]=[C:10]([C:14]2[C:23]([CH3:25])([CH3:24])[CH2:22][C:21]3[C:16](=[CH:17][CH:18]=[C:19]([C:26]([O:28][CH3:29])=[O:27])[CH:20]=3)[N:15]=2)[CH:11]=[CH:12][CH:13]=1)(=[O:7])=[O:6])([CH3:3])[CH3:2], predict the reaction product. The product is: [CH:1]([NH:4][S:5]([C:8]1[CH:9]=[C:10]([CH:14]2[C:23]([CH3:25])([CH3:24])[CH2:22][C:21]3[C:16](=[CH:17][CH:18]=[C:19]([C:26]([O:28][CH3:29])=[O:27])[CH:20]=3)[NH:15]2)[CH:11]=[CH:12][CH:13]=1)(=[O:7])=[O:6])([CH3:3])[CH3:2].